This data is from Peptide-MHC class II binding affinity with 134,281 pairs from IEDB. The task is: Regression. Given a peptide amino acid sequence and an MHC pseudo amino acid sequence, predict their binding affinity value. This is MHC class II binding data. (1) The peptide sequence is SVDSLEHEMWRSRAD. The MHC is HLA-DQA10601-DQB10402 with pseudo-sequence HLA-DQA10601-DQB10402. The binding affinity (normalized) is 0.191. (2) The peptide sequence is MKRPSREKQDKKIFTE. The MHC is DRB1_0405 with pseudo-sequence DRB1_0405. The binding affinity (normalized) is 0.427.